This data is from Full USPTO retrosynthesis dataset with 1.9M reactions from patents (1976-2016). The task is: Predict the reactants needed to synthesize the given product. (1) The reactants are: [N+]([C:4]1[S:8][C:7]([C:9]#[N:10])=[CH:6][CH:5]=1)([O-])=O.[F:11][C:12]([F:21])([F:20])[C:13]1[CH:14]=[C:15]([OH:19])[CH:16]=[CH:17][CH:18]=1.C(=O)([O-])[O-].[Cs+].[Cs+]. Given the product [F:11][C:12]([F:20])([F:21])[C:13]1[CH:14]=[C:15]([O:19][C:4]2[S:8][C:7]([C:9]#[N:10])=[CH:6][CH:5]=2)[CH:16]=[CH:17][CH:18]=1, predict the reactants needed to synthesize it. (2) Given the product [C:33]([C:35]1[N:3]=[N:2][N:1]([C:4]2[CH:5]=[C:6]([CH:19]=[C:20]([N:22]([S:26]([CH3:29])(=[O:27])=[O:28])[CH2:23][CH2:24][CH3:25])[CH:21]=2)[C:7]([NH:9][C@@H:10]([C:12]2[CH:17]=[CH:16][C:15]([F:18])=[CH:14][CH:13]=2)[CH3:11])=[O:8])[CH:37]=1)(=[O:34])[CH3:32], predict the reactants needed to synthesize it. The reactants are: [N:1]([C:4]1[CH:5]=[C:6]([CH:19]=[C:20]([N:22]([S:26]([CH3:29])(=[O:28])=[O:27])[CH2:23][CH2:24][CH3:25])[CH:21]=1)[C:7]([NH:9][C@@H:10]([C:12]1[CH:17]=[CH:16][C:15]([F:18])=[CH:14][CH:13]=1)[CH3:11])=[O:8])=[N+:2]=[N-:3].O.O=[C:32]1O[C@H:37]([C@H](CO)O)[C:35]([O-])=[C:33]1[OH:34].[Na+]. (3) Given the product [CH3:27][O:26][C:23]1[CH:22]=[C:19]2[C:18](=[CH:25][CH:24]=1)[O:17][C:2]1[C:6]3[CH:14]=[CH:13][CH:12]=[CH:11][C:7]=3[C:8](=[O:9])[NH:21][C:20]2=1, predict the reactants needed to synthesize it. The reactants are: Br[C:2](C)([C:6]1[C:7](=[C:11](C)[CH:12]=[CH:13][CH:14]=1)[C:8]([O-])=[O:9])C([O-])=O.[OH:17][C:18]1[CH:25]=[CH:24][C:23]([O:26][CH3:27])=[CH:22][C:19]=1[C:20]#[N:21].C(N(CC)CC)C. (4) Given the product [F:1][C:2]1[CH:7]=[CH:6][C:5]([N:8]2[CH2:13][CH2:12][N:11]([S:36]([C:32]3[CH:33]=[CH:34][CH:35]=[C:30]([O:29][CH3:28])[CH:31]=3)(=[O:38])=[O:37])[C@H:10]([CH3:14])[CH2:9]2)=[C:4]([C:15]([F:17])([F:16])[F:18])[CH:3]=1, predict the reactants needed to synthesize it. The reactants are: [F:1][C:2]1[CH:7]=[CH:6][C:5]([N:8]2[CH2:13][CH2:12][NH:11][C@H:10]([CH3:14])[CH2:9]2)=[C:4]([C:15]([F:18])([F:17])[F:16])[CH:3]=1.C(N(C(C)C)CC)(C)C.[CH3:28][O:29][C:30]1[CH:31]=[C:32]([S:36](Cl)(=[O:38])=[O:37])[CH:33]=[CH:34][CH:35]=1. (5) Given the product [Cl:42][C:43]1[CH:44]=[CH:45][C:46]2[N:52]3[CH:53]=[CH:54][CH:55]=[C:51]3[C@@H:50]([CH2:56][CH2:57][N:58]3[C:62]([CH2:64][O:65][C:66]([CH3:71])([CH3:72])[C:67]([OH:69])=[O:68])=[C:61]([CH3:2])[N:60]=[N:59]3)[O:49][C@H:48]([C:73]3[CH:78]=[CH:77][CH:76]=[C:75]([O:79][CH3:80])[C:74]=3[O:81][CH3:82])[C:47]=2[CH:83]=1, predict the reactants needed to synthesize it. The reactants are: Cl[C:2]1C=CC2N3C=CC=C3[C@@H](CCN3C(C)=C(COC(C)(C)C(O)=O)N=N3)O[C@H](C3C=CC=C(OC)C=3OC)C=2C=1.[Cl:42][C:43]1[CH:44]=[CH:45][C:46]2[N:52]3[CH:53]=[CH:54][CH:55]=[C:51]3[C@@H:50]([CH2:56][CH2:57][N:58]3[C:62]([CH2:64][O:65][C:66]([CH3:72])([CH3:71])[C:67]([O:69]C)=[O:68])(C)[CH:61]=[N:60][NH:59]3)[O:49][C@H:48]([C:73]3[CH:78]=[CH:77][CH:76]=[C:75]([O:79][CH3:80])[C:74]=3[O:81][CH3:82])[C:47]=2[CH:83]=1.C(=O)([O-])[O-].[K+].[K+]. (6) Given the product [CH2:1]([O:3][C:4](=[O:17])[CH2:5][C:6]1[C:14]2[C:9](=[CH:10][C:11]([F:15])=[CH:12][CH:13]=2)[N:8]([CH2:30][C:29]2[CH:32]=[CH:33][CH:34]=[CH:35][C:28]=2[S:25]([C:22]2[CH:21]=[CH:20][C:19]([F:18])=[CH:24][CH:23]=2)(=[O:27])=[O:26])[C:7]=1[CH3:16])[CH3:2], predict the reactants needed to synthesize it. The reactants are: [CH2:1]([O:3][C:4](=[O:17])[CH2:5][C:6]1[C:14]2[C:9](=[CH:10][C:11]([F:15])=[CH:12][CH:13]=2)[NH:8][C:7]=1[CH3:16])[CH3:2].[F:18][C:19]1[CH:24]=[CH:23][C:22]([S:25]([C:28]2[CH:35]=[CH:34][CH:33]=[CH:32][C:29]=2[CH2:30]Br)(=[O:27])=[O:26])=[CH:21][CH:20]=1.